The task is: Regression. Given a peptide amino acid sequence and an MHC pseudo amino acid sequence, predict their binding affinity value. This is MHC class II binding data.. This data is from Peptide-MHC class II binding affinity with 134,281 pairs from IEDB. (1) The peptide sequence is AQIYQAVSAQAAAIH. The MHC is HLA-DPA10201-DPB10501 with pseudo-sequence HLA-DPA10201-DPB10501. The binding affinity (normalized) is 0.312. (2) The peptide sequence is GLKTRQEKWMTGRMG. The MHC is DRB1_1301 with pseudo-sequence DRB1_1301. The binding affinity (normalized) is 0.482. (3) The peptide sequence is AEHQAIVRDVLAASD. The MHC is DRB1_0404 with pseudo-sequence DRB1_0404. The binding affinity (normalized) is 0.385. (4) The peptide sequence is LGNLSQSQLTKRSDL. The MHC is DRB1_0101 with pseudo-sequence DRB1_0101. The binding affinity (normalized) is 0.398. (5) The binding affinity (normalized) is 0.444. The MHC is HLA-DQA10101-DQB10501 with pseudo-sequence HLA-DQA10101-DQB10501. The peptide sequence is KASTGGAYESYKFIPALEAA. (6) The peptide sequence is NNKFFINFFNLLA. The MHC is DRB1_1501 with pseudo-sequence DRB1_1501. The binding affinity (normalized) is 0.398.